The task is: Predict the product of the given reaction.. This data is from Forward reaction prediction with 1.9M reactions from USPTO patents (1976-2016). Given the reactants [OH-].[Na+].C(O[C:6]([C:8](C)([C:17](=[O:19])[CH3:18])[CH2:9][CH2:10][CH2:11][CH2:12][S:13]([OH:16])(=[O:15])=[O:14])=O)C, predict the reaction product. The product is: [CH3:6][CH:8]([C:17](=[O:19])[CH3:18])[CH2:9][CH2:10][CH2:11][CH2:12][S:13]([OH:16])(=[O:14])=[O:15].